Dataset: Reaction yield outcomes from USPTO patents with 853,638 reactions. Task: Predict the reaction yield, written as a fraction of the theoretical maximum amount of product (1.0 means a 100% yield; for example, 0.34 means a 34% yield). (1) The reactants are [C:1]([N:8]1[CH2:11][C:10](=[O:12])[CH2:9]1)([O:3][C:4]([CH3:7])([CH3:6])[CH3:5])=[O:2].[C:13]1([C:19]#[C:20][C:21]2[CH:26]=[CH:25][CH:24]=[CH:23][CH:22]=2)[CH:18]=[CH:17][CH:16]=[CH:15][CH:14]=1. The catalyst is C1(C)C=CC=CC=1. The product is [O:12]=[C:10]1[CH2:9][N:8]([C:1]([O:3][C:4]([CH3:7])([CH3:6])[CH3:5])=[O:2])[CH2:11][C:19]([C:13]2[CH:18]=[CH:17][CH:16]=[CH:15][CH:14]=2)=[C:20]1[C:21]1[CH:22]=[CH:23][CH:24]=[CH:25][CH:26]=1. The yield is 0.790. (2) The reactants are [F:1][C:2]1[CH:7]=[CH:6][C:5]([F:8])=[CH:4][C:3]=1[C@H:9]1[CH2:13][CH2:12][CH2:11][N:10]1[C:14]1[CH:19]=[CH:18][N:17]2[N:20]=[CH:21][C:22]([NH2:23])=[C:16]2[N:15]=1.C1N=CN([C:29]([N:31]2[CH:35]=N[CH:33]=[CH:32]2)=[O:30])C=1.Cl.N1CC([OH:41])C1.CCN(C(C)C)C(C)C. The catalyst is C(Cl)Cl. The product is [F:1][C:2]1[CH:7]=[CH:6][C:5]([F:8])=[CH:4][C:3]=1[C@H:9]1[CH2:13][CH2:12][CH2:11][N:10]1[C:14]1[CH:19]=[CH:18][N:17]2[N:20]=[CH:21][C:22]([NH:23][C:29]([N:31]3[CH2:32][CH:33]([OH:41])[CH2:35]3)=[O:30])=[C:16]2[N:15]=1. The yield is 1.00. (3) The reactants are [CH2:1]([Li])CCC.[F:6][C:7]1[CH:12]=[C:11]([F:13])[CH:10]=[CH:9][C:8]=1[C:14]1([C:17](=O)[C:18]2[CH:23]=[CH:22][C:21]([I:24])=[CH:20][CH:19]=2)[CH2:16][O:15]1.[Cl-].[NH4+]. The catalyst is [Br-].C[P+](C1C=CC=CC=1)(C1C=CC=CC=1)C1C=CC=CC=1.C1COCC1. The product is [F:6][C:7]1[CH:12]=[C:11]([F:13])[CH:10]=[CH:9][C:8]=1[C:14]1([C:17]([C:18]2[CH:23]=[CH:22][C:21]([I:24])=[CH:20][CH:19]=2)=[CH2:1])[CH2:16][O:15]1. The yield is 0.920. (4) The reactants are [CH2:1]([C:3]1[N:7]([CH3:8])[N:6]=[C:5]([C:9]([OH:11])=O)[CH:4]=1)[CH3:2].S(Cl)(Cl)=O.[NH2:16][C:17]1[CH:18]=[C:19]([CH:32]=[CH:33][CH:34]=1)[C:20]([C:22]1[CH:30]=[C:29]2[C:25]([CH2:26][C:27](=[O:31])[NH:28]2)=[CH:24][CH:23]=1)=[O:21]. The catalyst is C1COCC1. The product is [O:31]=[C:27]1[CH2:26][C:25]2[C:29](=[CH:30][C:22]([C:20]([C:19]3[CH:18]=[C:17]([NH:16][C:9]([C:5]4[CH:4]=[C:3]([CH2:1][CH3:2])[N:7]([CH3:8])[N:6]=4)=[O:11])[CH:34]=[CH:33][CH:32]=3)=[O:21])=[CH:23][CH:24]=2)[NH:28]1. The yield is 0.620.